From a dataset of Peptide-MHC class II binding affinity with 134,281 pairs from IEDB. Regression. Given a peptide amino acid sequence and an MHC pseudo amino acid sequence, predict their binding affinity value. This is MHC class II binding data. (1) The binding affinity (normalized) is 0. The MHC is DRB1_1101 with pseudo-sequence DRB1_1101. The peptide sequence is EQARKFEEPIWSDFG. (2) The peptide sequence is AEDVIPEGWKADTSY. The MHC is DRB1_0701 with pseudo-sequence DRB1_0701. The binding affinity (normalized) is 0. (3) The peptide sequence is WGNGCGLFGKGSIVA. The MHC is DRB1_0401 with pseudo-sequence DRB1_0401. The binding affinity (normalized) is 0.00345. (4) The peptide sequence is GLHLMIGLAKRSQDS. The MHC is DRB1_1101 with pseudo-sequence DRB1_1101. The binding affinity (normalized) is 0.582. (5) The peptide sequence is MTDPHAMRDMAGRFE. The MHC is DRB1_0405 with pseudo-sequence DRB1_0405. The binding affinity (normalized) is 0.0855. (6) The peptide sequence is VALTLTSYLGLTQPF. The MHC is DRB1_0301 with pseudo-sequence DRB1_0301. The binding affinity (normalized) is 0.354. (7) The peptide sequence is DVKFPGGDQIVGGVY. The MHC is HLA-DQA10501-DQB10301 with pseudo-sequence HLA-DQA10501-DQB10301. The binding affinity (normalized) is 0.557.